This data is from Catalyst prediction with 721,799 reactions and 888 catalyst types from USPTO. The task is: Predict which catalyst facilitates the given reaction. (1) Reactant: [F:1][C:2]([C:5]1[NH:6][C:7]2[C:12]([CH:13]=1)=[C:11]([C:14]([F:17])([F:16])[F:15])[C:10]([C:18]#[N:19])=[CH:9][CH:8]=2)([F:4])[CH3:3].C([O-])([O-])=O.[Cs+].[Cs+].Cl[CH2:27][C:28]1[N:32]=[C:31]([C:33]2[CH:38]=[C:37]([F:39])[CH:36]=[C:35]([F:40])[CH:34]=2)[O:30][N:29]=1.CC#N. Product: [F:4][C:2]([C:5]1[N:6]([CH2:27][C:28]2[N:32]=[C:31]([C:33]3[CH:38]=[C:37]([F:39])[CH:36]=[C:35]([F:40])[CH:34]=3)[O:30][N:29]=2)[C:7]2[C:12]([CH:13]=1)=[C:11]([C:14]([F:15])([F:17])[F:16])[C:10]([C:18]#[N:19])=[CH:9][CH:8]=2)([F:1])[CH3:3]. The catalyst class is: 25. (2) Reactant: [CH2:1]([C@H:3]([NH:10][C:11]([C:13]1[C:22]2[C:17](=[CH:18][CH:19]=[CH:20][CH:21]=2)[N:16]=[C:15]([C:23]2[CH:28]=[CH:27][CH:26]=[CH:25][CH:24]=2)[C:14]=1[O:29][CH2:30][CH2:31][NH:32][C:33](=[O:39])/[CH:34]=[CH:35]\[C:36]([OH:38])=O)=[O:12])[C:4]1[CH:9]=[CH:8][CH:7]=[CH:6][CH:5]=1)[CH3:2].C(OC(=O)C)(=O)C.O(C(C)C)C(C)C. Product: [CH2:1]([C@H:3]([NH:10][C:11]([C:13]1[C:22]2[C:17](=[CH:18][CH:19]=[CH:20][CH:21]=2)[N:16]=[C:15]([C:23]2[CH:24]=[CH:25][CH:26]=[CH:27][CH:28]=2)[C:14]=1[O:29][CH2:30][CH2:31][N:32]1[C:36](=[O:38])[CH:35]=[CH:34][C:33]1=[O:39])=[O:12])[C:4]1[CH:5]=[CH:6][CH:7]=[CH:8][CH:9]=1)[CH3:2]. The catalyst class is: 21. (3) Reactant: [CH3:1][C@@H:2]1[O:7][C@@H:6]([O:8][C@@H:9]2[C:14]3=[C:15]([OH:32])[C:16]4[C:28](=[O:29])[C:27]5[C:22](=[CH:23][CH:24]=[CH:25][C:26]=5[O:30][CH3:31])[C:20](=[O:21])[C:17]=4[C:18]([OH:19])=[C:13]3[CH2:12][C@@:11]([OH:37])([C:33]([CH2:35][OH:36])=[O:34])[CH2:10]2)[CH2:5][C@H:4]([NH2:38])[C@@H:3]1[OH:39].Cl.N(CCO)(CCO)CCO. Product: [CH3:1][C@@H:2]1[O:7][C@@H:6]([O:8][C@@H:9]2[C:14]3=[C:15]([OH:32])[C:16]4[C:28](=[O:29])[C:27]5[C:22](=[CH:23][CH:24]=[CH:25][C:26]=5[O:30][CH3:31])[C:20](=[O:21])[C:17]=4[C:18]([OH:19])=[C:13]3[CH2:12][C@@:11]([OH:37])([C:33]([CH2:35][OH:36])=[O:34])[CH2:10]2)[CH2:5][C@H:4]([NH2:38])[C@@H:3]1[OH:39].[CH3:1][C@@H:2]1[O:7][C@@H:6]([O:8][C@@H:9]2[C:14]3=[C:15]([OH:32])[C:16]4[C:28](=[O:29])[C:27]5[C:22](=[CH:23][CH:24]=[CH:25][C:26]=5[O:30][CH3:31])[C:20](=[O:21])[C:17]=4[C:18]([OH:19])=[C:13]3[CH2:12][C@@:11]([OH:37])([C:33]([CH2:35][OH:36])=[O:34])[CH2:10]2)[CH2:5][C@H:4]([NH2:38])[C@H:3]1[OH:39]. The catalyst class is: 16. (4) Reactant: Br[C:2]1[C:3]([O:16][CH3:17])=[CH:4][C:5]2[C:6]3[C:14]([Cl:15])=[N:13][CH:12]=[CH:11][C:7]=3[NH:8][C:9]=2[CH:10]=1.[CH3:18][C:19]1[C:23](B2OC(C)(C)C(C)(C)O2)=[C:22]([CH3:33])[O:21][N:20]=1.C([O-])([O-])=O.[K+].[K+].N#N. Product: [Cl:15][C:14]1[C:6]2[C:5]3[CH:4]=[C:3]([O:16][CH3:17])[C:2]([C:23]4[C:19]([CH3:18])=[N:20][O:21][C:22]=4[CH3:33])=[CH:10][C:9]=3[NH:8][C:7]=2[CH:11]=[CH:12][N:13]=1. The catalyst class is: 149. (5) Reactant: [Br:1][C:2]1[C:13]2[C:5](=[CH:6][C:7]([C:16]3[CH:21]=[CH:20][CH:19]=[CH:18][C:17]=3[Cl:22])=[C:8]3[C:12]=2[C:11](=[O:14])[NH:10][C:9]3=[O:15])[N:4]([CH2:23][CH2:24][CH2:25]Br)[CH:3]=1.[Br-].[CH3:28][C@H:29]1[CH2:34][NH:33][CH2:32][C@@H:31]([CH3:35])[NH:30]1. Product: [Br:1][C:2]1[C:13]2[C:5](=[CH:6][C:7]([C:16]3[CH:21]=[CH:20][CH:19]=[CH:18][C:17]=3[Cl:22])=[C:8]3[C:12]=2[C:11](=[O:14])[NH:10][C:9]3=[O:15])[N:4]([CH2:23][CH2:24][CH2:25][N:33]2[CH2:32][C@H:31]([CH3:35])[NH:30][C@H:29]([CH3:28])[CH2:34]2)[CH:3]=1. The catalyst class is: 44.